Dataset: Reaction yield outcomes from USPTO patents with 853,638 reactions. Task: Predict the reaction yield, written as a fraction of the theoretical maximum amount of product (1.0 means a 100% yield; for example, 0.34 means a 34% yield). (1) The reactants are Cl.Cl.[CH3:3][CH:4]([O:6][C@H:7]1[CH2:12][CH2:11][C@H:10]([N:13]2[CH2:18][CH2:17][CH:16]([NH2:19])[CH2:15][CH2:14]2)[CH2:9][CH2:8]1)[CH3:5].C(N(C(C)C)CC)(C)C.[F:29][C:30]1[CH:35]=[C:34]([N+:36]([O-:38])=[O:37])[C:33](F)=[CH:32][C:31]=1[CH3:40]. The catalyst is CN(C)C=O. The product is [F:29][C:30]1[C:31]([CH3:40])=[CH:32][C:33]([NH:19][CH:16]2[CH2:15][CH2:14][N:13]([C@H:10]3[CH2:9][CH2:8][C@H:7]([O:6][CH:4]([CH3:3])[CH3:5])[CH2:12][CH2:11]3)[CH2:18][CH2:17]2)=[C:34]([N+:36]([O-:38])=[O:37])[CH:35]=1. The yield is 0.700. (2) The reactants are [F:1][C:2]([F:29])([F:28])[C:3]([NH:5][C:6]1[CH:11]=[CH:10][C:9]([CH2:12][CH2:13][C:14](=[O:27])[C:15]2[CH:20]=[CH:19][C:18]([N:21]3[CH2:26][CH2:25][NH:24][CH2:23][CH2:22]3)=[CH:17][CH:16]=2)=[CH:8][CH:7]=1)=[O:4].[CH3:30][S:31](Cl)(=[O:33])=[O:32].C(N(CC)CC)C. The catalyst is CN(C)C=O. The product is [F:29][C:2]([F:28])([F:1])[C:3]([NH:5][C:6]1[CH:7]=[CH:8][C:9]([CH2:12][CH2:13][C:14]([C:15]2[CH:20]=[CH:19][C:18]([N:21]3[CH2:26][CH2:25][N:24]([S:31]([CH3:30])(=[O:33])=[O:32])[CH2:23][CH2:22]3)=[CH:17][CH:16]=2)=[O:27])=[CH:10][CH:11]=1)=[O:4]. The yield is 0.850. (3) The reactants are C([Si]([O:8][CH2:9][CH2:10][O:11][C:12]1[CH:17]=[CH:16][C:15]([N+:18]([O-])=O)=[CH:14][C:13]=1[Cl:21])(C)C)(C)(C)C.O.O.Cl[Sn]Cl.CCOC(C)=O.C([O-])(O)=O.[Na+]. The catalyst is CCO. The product is [NH2:18][C:15]1[CH:16]=[CH:17][C:12]([O:11][CH2:10][CH2:9][OH:8])=[C:13]([Cl:21])[CH:14]=1. The yield is 0.0300. (4) The reactants are Cl.Cl.[F:3][C:4]1[CH:5]=[C:6]([C:11]2[C:12]3[N:13]([N:17]=[C:18]([NH:20][C@@H:21]4[CH2:26][CH2:25][NH:24][CH2:23][C@@H:22]4[O:27][CH3:28])[N:19]=3)[CH:14]=[CH:15][CH:16]=2)[CH:7]=[CH:8][C:9]=1[F:10].Cl[C:30]1[CH:35]=[C:34]([CH3:36])[N:33]=[CH:32][N:31]=1.CCN(C(C)C)C(C)C. The catalyst is ClCCl.O1CCOCC1. The product is [F:3][C:4]1[CH:5]=[C:6]([C:11]2[C:12]3[N:13]([N:17]=[C:18]([NH:20][C@@H:21]4[CH2:26][CH2:25][N:24]([C:30]5[CH:35]=[C:34]([CH3:36])[N:33]=[CH:32][N:31]=5)[CH2:23][C@@H:22]4[O:27][CH3:28])[N:19]=3)[CH:14]=[CH:15][CH:16]=2)[CH:7]=[CH:8][C:9]=1[F:10]. The yield is 0.620. (5) The reactants are N[C:2]1[CH:11]=[CH:10][C:5]([C:6]([O:8][CH3:9])=[O:7])=[CH:4][C:3]=1[Cl:12].[ClH:13].N([O-])=O.[Na+].[S:18](=[O:20])=[O:19]. The catalyst is O.CC(O)=O.[Cu]Cl. The product is [Cl:12][C:3]1[CH:4]=[C:5]([CH:10]=[CH:11][C:2]=1[S:18]([Cl:13])(=[O:20])=[O:19])[C:6]([O:8][CH3:9])=[O:7]. The yield is 0.500. (6) The reactants are FC(F)(F)C(O)=O.ClC1C(N[C@@H]2[C@@H]3C[C@@H](C=C3)[C@@H]2C(N)=O)=C2N=C(C3C=CC(CN4CCOCC4)=CC=3)NC2=NC=1.[NH2:42][C:43]1[C:48]([NH2:49])=[C:47]([NH:50][C@@H:51]2[C@@H:56]3[CH2:57][C@@H:53]([CH:54]=[CH:55]3)[C@@H:52]2[C:58]([NH2:60])=[O:59])[C:46]([Cl:61])=[CH:45][N:44]=1.[CH3:62][O:63][C:64]1[CH:71]=[C:70]([N:72]2[CH2:77][CH2:76][O:75][CH2:74][CH2:73]2)[CH:69]=[CH:68][C:65]=1[CH:66]=O. No catalyst specified. The product is [Cl:61][C:46]1[C:47]([NH:50][C@@H:51]2[C@@H:56]3[CH2:57][C@@H:53]([CH:54]=[CH:55]3)[C@@H:52]2[C:58]([NH2:60])=[O:59])=[C:48]2[N:49]=[C:66]([C:65]3[CH:68]=[CH:69][C:70]([N:72]4[CH2:77][CH2:76][O:75][CH2:74][CH2:73]4)=[CH:71][C:64]=3[O:63][CH3:62])[NH:42][C:43]2=[N:44][CH:45]=1. The yield is 0.900.